From a dataset of Peptide-MHC class I binding affinity with 185,985 pairs from IEDB/IMGT. Regression. Given a peptide amino acid sequence and an MHC pseudo amino acid sequence, predict their binding affinity value. This is MHC class I binding data. (1) The peptide sequence is KAFSPEVIPMF. The MHC is HLA-B44:02 with pseudo-sequence HLA-B44:02. The binding affinity (normalized) is 0. (2) The peptide sequence is MAMTGLPQA. The MHC is HLA-A29:02 with pseudo-sequence HLA-A29:02. The binding affinity (normalized) is 0.0847. (3) The peptide sequence is NIILKANF. The MHC is HLA-A26:01 with pseudo-sequence HLA-A26:01. The binding affinity (normalized) is 0.0988. (4) The binding affinity (normalized) is 0.721. The MHC is HLA-B27:05 with pseudo-sequence HLA-B27:05. The peptide sequence is KRKRLIHLL.